Dataset: Full USPTO retrosynthesis dataset with 1.9M reactions from patents (1976-2016). Task: Predict the reactants needed to synthesize the given product. (1) Given the product [F:17][C:11]1[CH:12]=[CH:13][CH:14]=[C:15]([F:16])[C:10]=1[CH2:9][O:8][C:4]1[CH:3]=[C:2]([CH2:24][CH3:25])[CH:7]=[CH:6][N:5]=1, predict the reactants needed to synthesize it. The reactants are: Br[C:2]1[CH:7]=[CH:6][N:5]=[C:4]([O:8][CH2:9][C:10]2[C:15]([F:16])=[CH:14][CH:13]=[CH:12][C:11]=2[F:17])[CH:3]=1.C(=O)([O-])[O-].[Cs+].[Cs+].[CH2:24](B(O)O)[CH3:25].ClCCl. (2) Given the product [NH2:31][C:26]1[CH:27]=[CH:28][CH:29]=[CH:30][C:25]=1[CH2:24][CH2:23][CH2:22][N:19]1[CH2:20][CH2:21][CH:16]([N:8]([C:5]2[CH:4]=[CH:3][C:2]([CH3:1])=[CH:7][N:6]=2)[C:9]([C:11]2[O:12][CH:13]=[CH:14][CH:15]=2)=[O:10])[CH2:17][CH2:18]1, predict the reactants needed to synthesize it. The reactants are: [CH3:1][C:2]1[CH:3]=[CH:4][C:5]([N:8]([CH:16]2[CH2:21][CH2:20][N:19]([CH2:22][CH2:23][CH2:24][C:25]3[CH:30]=[CH:29][CH:28]=[CH:27][C:26]=3[NH:31]C(=O)OC(C)(C)C)[CH2:18][CH2:17]2)[C:9]([C:11]2[O:12][CH:13]=[CH:14][CH:15]=2)=[O:10])=[N:6][CH:7]=1.Cl.C(OCC)(=O)C. (3) Given the product [C:25]([O:29][C:30]([N:32]1[CH2:36][C@H:35]([CH2:37][CH2:38][C:39]2[CH:44]=[CH:43][CH:42]=[CH:41][CH:40]=2)[C@@H:34]([C:45](=[O:47])[NH:49][C@:50]2([C:53]([NH:55][S:56]([C:59]3[CH:60]=[CH:61][CH:62]=[C:63]4[C:67]=3[NH:66][CH:65]=[CH:64]4)(=[O:58])=[O:57])=[O:54])[CH2:52][C@H:51]2[CH:10]=[CH2:11])[CH2:33]1)=[O:31])([CH3:28])([CH3:27])[CH3:26], predict the reactants needed to synthesize it. The reactants are: CN(C(ON1N=N[C:11]2C=CC=C[C:10]1=2)=[N+](C)C)C.F[P-](F)(F)(F)(F)F.[C:25]([O:29][C:30]([N:32]1[CH2:36][C@H:35]([CH2:37][CH2:38][C:39]2[CH:44]=[CH:43][CH:42]=[CH:41][CH:40]=2)[C@@H:34]([C:45]([OH:47])=O)[CH2:33]1)=[O:31])([CH3:28])([CH3:27])[CH3:26].Cl.[NH2:49][C:50]1([C:53]([NH:55][S:56]([C:59]2[CH:60]=[CH:61][CH:62]=[C:63]3[C:67]=2[NH:66][CH:65]=[CH:64]3)(=[O:58])=[O:57])=[O:54])[CH2:52][CH2:51]1.CCN(C(C)C)C(C)C.